From a dataset of NCI-60 drug combinations with 297,098 pairs across 59 cell lines. Regression. Given two drug SMILES strings and cell line genomic features, predict the synergy score measuring deviation from expected non-interaction effect. (1) Drug 1: CC1=CC2C(CCC3(C2CCC3(C(=O)C)OC(=O)C)C)C4(C1=CC(=O)CC4)C. Drug 2: CC(C)CN1C=NC2=C1C3=CC=CC=C3N=C2N. Cell line: MDA-MB-435. Synergy scores: CSS=-0.325, Synergy_ZIP=3.31, Synergy_Bliss=5.46, Synergy_Loewe=1.74, Synergy_HSA=0.319. (2) Drug 1: CCCCCOC(=O)NC1=NC(=O)N(C=C1F)C2C(C(C(O2)C)O)O. Drug 2: C1=CN(C=N1)CC(O)(P(=O)(O)O)P(=O)(O)O. Cell line: OVCAR3. Synergy scores: CSS=10.9, Synergy_ZIP=-3.90, Synergy_Bliss=-0.290, Synergy_Loewe=4.89, Synergy_HSA=3.37. (3) Drug 1: CC1=C(N=C(N=C1N)C(CC(=O)N)NCC(C(=O)N)N)C(=O)NC(C(C2=CN=CN2)OC3C(C(C(C(O3)CO)O)O)OC4C(C(C(C(O4)CO)O)OC(=O)N)O)C(=O)NC(C)C(C(C)C(=O)NC(C(C)O)C(=O)NCCC5=NC(=CS5)C6=NC(=CS6)C(=O)NCCC[S+](C)C)O. Synergy scores: CSS=77.7, Synergy_ZIP=1.25, Synergy_Bliss=-0.375, Synergy_Loewe=-1.04, Synergy_HSA=-0.367. Cell line: SR. Drug 2: COCCOC1=C(C=C2C(=C1)C(=NC=N2)NC3=CC=CC(=C3)C#C)OCCOC.Cl. (4) Drug 1: CN1C2=C(C=C(C=C2)N(CCCl)CCCl)N=C1CCCC(=O)O.Cl. Drug 2: CN(CCCl)CCCl.Cl. Cell line: RPMI-8226. Synergy scores: CSS=38.6, Synergy_ZIP=-3.92, Synergy_Bliss=-2.76, Synergy_Loewe=-11.7, Synergy_HSA=-0.696.